From a dataset of Reaction yield outcomes from USPTO patents with 853,638 reactions. Predict the reaction yield, written as a fraction of the theoretical maximum amount of product (1.0 means a 100% yield; for example, 0.34 means a 34% yield). (1) The reactants are Br[CH2:2][C:3]([C:5]1[CH:10]=[CH:9][C:8]([N:11]([CH2:14][CH3:15])[CH2:12][CH3:13])=[CH:7][CH:6]=1)=O.[NH2:16][N:17]1[C:21]([C:22]2[CH:27]=[CH:26][C:25]([O:28][CH3:29])=[C:24]([O:30][CH3:31])[CH:23]=2)=[N:20][N:19]=[C:18]1[SH:32]. The catalyst is C1COCC1.C(OCC)(=O)C. The product is [CH2:12]([N:11]([CH2:14][CH3:15])[C:8]1[CH:9]=[CH:10][C:5]([C:3]2[CH2:2][S:32][C:18]3=[N:19][N:20]=[C:21]([C:22]4[CH:27]=[CH:26][C:25]([O:28][CH3:29])=[C:24]([O:30][CH3:31])[CH:23]=4)[N:17]3[N:16]=2)=[CH:6][CH:7]=1)[CH3:13]. The yield is 0.730. (2) The product is [N:6]1[C:5]2[O:8][CH2:9][CH2:10][O:11][C:4]=2[CH:3]=[C:2]([C:12]#[N:13])[N:7]=1. The yield is 0.790. The reactants are Cl[C:2]1[N:7]=[N:6][C:5]2[O:8][CH2:9][CH2:10][O:11][C:4]=2[CH:3]=1.[CH3:12][N:13](C=O)C. The catalyst is [C-]#N.[Zn+2].[C-]#N.C1(P(C2C=CC=CC=2)[C-]2C=CC=C2)C=CC=CC=1.[C-]1(P(C2C=CC=CC=2)C2C=CC=CC=2)C=CC=C1.[Fe+2]. (3) The reactants are [C:1]([N:9]1[CH2:26][CH2:25][C:13]2[N:14]3[C:23]4[C:18](=[CH:19][CH:20]=[CH:21][C:22]=4[C:12]=2[CH2:11][CH2:10]1)[C:17](=[O:24])[CH2:16][CH2:15]3)(=[O:8])[C:2]1[CH:7]=[CH:6][CH:5]=[CH:4][CH:3]=1.[BH4-].[Na+]. The catalyst is C(O)C. The product is [C:1]([N:9]1[CH2:26][CH2:25][CH:13]2[N:14]3[C:23]4[C:18](=[CH:19][CH:20]=[CH:21][C:22]=4[CH:12]2[CH2:11][CH2:10]1)[CH:17]([OH:24])[CH2:16][CH2:15]3)(=[O:8])[C:2]1[CH:7]=[CH:6][CH:5]=[CH:4][CH:3]=1. The yield is 0.840. (4) The reactants are [Br:1][C:2]1[CH:3]=[CH:4][CH:5]=[C:6]2[C:10]=1[NH:9][C:8]([CH3:11])=[CH:7]2.[F:12][C:13]1[CH:18]=[CH:17][C:16]([C:19](O)([CH2:22][CH3:23])[CH2:20][CH3:21])=[CH:15][CH:14]=1.FC(F)(F)C(O)=O.C(=O)(O)[O-].[Na+]. The catalyst is ClCCl.C(OCC)(=O)C. The product is [Br:1][C:2]1[CH:3]=[CH:4][CH:5]=[C:6]2[C:10]=1[NH:9][C:8]([CH3:11])=[C:7]2[C:19]([CH2:22][CH3:23])([C:16]1[CH:15]=[CH:14][C:13]([F:12])=[CH:18][CH:17]=1)[CH2:20][CH3:21]. The yield is 0.280.